From a dataset of Full USPTO retrosynthesis dataset with 1.9M reactions from patents (1976-2016). Predict the reactants needed to synthesize the given product. (1) Given the product [CH:14]([CH:12]1[N:11]2[C:6](=[CH:7][C:8](=[O:22])[C:9]([C:17]([O:19][CH2:20][CH3:21])=[O:18])=[CH:10]2)[C:5]2[CH:23]=[C:24]([O:25][CH3:26])[C:2]([O:1][CH2:28][CH2:29][CH2:30][CH2:31][O:32][CH3:33])=[CH:3][C:4]=2[CH2:13]1)([CH3:16])[CH3:15], predict the reactants needed to synthesize it. The reactants are: [OH:1][C:2]1[C:24]([O:25][CH3:26])=[CH:23][C:5]2[C:6]3[N:11]([CH:12]([CH:14]([CH3:16])[CH3:15])[CH2:13][C:4]=2[CH:3]=1)[CH:10]=[C:9]([C:17]([O:19][CH2:20][CH3:21])=[O:18])[C:8](=[O:22])[CH:7]=3.Br[CH2:28][CH2:29][CH2:30][CH2:31][O:32][CH3:33].C([O-])([O-])=O.[K+].[K+]. (2) Given the product [CH3:9][O:10][C:11]([CH:13]1[CH2:17][C:16](=[O:18])[N:15]([CH:19]2[CH2:24][CH2:23][CH2:22][CH2:21][CH:20]2[CH3:26])[CH2:14]1)=[O:12], predict the reactants needed to synthesize it. The reactants are: CC1CCCCC1N.[CH3:9][O:10][C:11]([CH:13]1[CH2:17][C:16](=[O:18])[N:15]([CH:19]2[CH2:24][CH:23](C)[CH2:22][CH2:21][CH:20]2[CH:26](C)C)[CH2:14]1)=[O:12].